Dataset: Reaction yield outcomes from USPTO patents with 853,638 reactions. Task: Predict the reaction yield, written as a fraction of the theoretical maximum amount of product (1.0 means a 100% yield; for example, 0.34 means a 34% yield). (1) The reactants are [F:1][C:2]1[C:3]([C:8]2[CH:9]=[C:10]([NH:17][C:18](=[O:20])[CH3:19])[CH:11]=[C:12]([N+:14]([O-])=O)[CH:13]=2)=[N:4][CH:5]=[CH:6][CH:7]=1.[NH4+].[Cl-]. The catalyst is C1COCC1.O.[Zn]. The product is [NH2:14][C:12]1[CH:11]=[C:10]([NH:17][C:18](=[O:20])[CH3:19])[CH:9]=[C:8]([C:3]2[C:2]([F:1])=[CH:7][CH:6]=[CH:5][N:4]=2)[CH:13]=1. The yield is 0.900. (2) The reactants are Cl.[N:2]1[C:11]2[C:6](=[CH:7][CH:8]=[CH:9][CH:10]=2)[CH:5]=[C:4]([NH:12][C:13]2[C:14]3[CH2:21][N:20](C(OC(C)(C)C)=O)[CH2:19][C:15]=3[N:16]=[CH:17][N:18]=2)[CH:3]=1. The product is [N:16]1[C:15]2[CH2:19][NH:20][CH2:21][C:14]=2[C:13]([NH:12][C:4]2[CH:3]=[N:2][C:11]3[C:6]([CH:5]=2)=[CH:7][CH:8]=[CH:9][CH:10]=3)=[N:18][CH:17]=1. The catalyst is CO. The yield is 0.720.